Dataset: Full USPTO retrosynthesis dataset with 1.9M reactions from patents (1976-2016). Task: Predict the reactants needed to synthesize the given product. (1) The reactants are: [H-].[Na+].[Br:3][C:4]1[C:5]([O:17][CH3:18])=[CH:6][C:7]([CH:14]([CH3:16])[CH3:15])=[C:8]([CH:13]=1)[O:9][CH2:10][C:11]#[N:12].[CH:19]([O:21][CH2:22]C)=O.IC. Given the product [Br:3][C:4]1[C:5]([O:17][CH3:18])=[CH:6][C:7]([CH:14]([CH3:16])[CH3:15])=[C:8]([CH:13]=1)[O:9][C:10](=[CH:19][O:21][CH3:22])[C:11]#[N:12], predict the reactants needed to synthesize it. (2) Given the product [F:1][C:2]1[CH:3]=[CH:4][C:5]([C:8]2[N:9]=[C:10]([S:20][CH2:21][C:22]([NH:24][CH:25]([CH2:30][CH2:31][C:32]([O:34][CH3:35])=[O:33])[C:26]([OH:28])=[O:27])=[O:23])[N:11]([CH3:19])[C:12]=2[C:13]2[CH:18]=[CH:17][N:16]=[CH:15][CH:14]=2)=[CH:6][CH:7]=1, predict the reactants needed to synthesize it. The reactants are: [F:1][C:2]1[CH:7]=[CH:6][C:5]([C:8]2[N:9]=[C:10]([S:20][CH2:21][C:22]([NH:24][CH:25]([CH2:30][CH2:31][C:32]([O:34][CH3:35])=[O:33])[C:26]([O:28]C)=[O:27])=[O:23])[N:11]([CH3:19])[C:12]=2[C:13]2[CH:18]=[CH:17][N:16]=[CH:15][CH:14]=2)=[CH:4][CH:3]=1.[OH-].[Na+]. (3) Given the product [CH3:1][CH:2]([C:23]([NH:25][CH2:26][C:27]([F:33])([F:32])[C:28]([F:31])([F:29])[F:30])=[O:24])[C:3]([NH:5][C@@H:6]1[C:12](=[O:13])[N:11]([CH2:14][C:15]([F:16])([F:17])[F:18])[C:10]2[CH:19]=[CH:20][CH:21]=[CH:22][C:9]=2[N:8]([S:36]([C:35]([F:48])([F:47])[F:34])(=[O:38])=[O:37])[CH2:7]1)=[O:4], predict the reactants needed to synthesize it. The reactants are: [CH3:1][CH:2]([C:23]([NH:25][CH2:26][C:27]([F:33])([F:32])[C:28]([F:31])([F:30])[F:29])=[O:24])[C:3]([NH:5][C@@H:6]1[C:12](=[O:13])[N:11]([CH2:14][C:15]([F:18])([F:17])[F:16])[C:10]2[CH:19]=[CH:20][CH:21]=[CH:22][C:9]=2[NH:8][CH2:7]1)=[O:4].[F:34][C:35]([F:48])([F:47])[S:36](O[S:36]([C:35]([F:48])([F:47])[F:34])(=[O:38])=[O:37])(=[O:38])=[O:37]. (4) Given the product [NH2:1][C:4]1[CH:5]=[CH:6][C:7]([CH2:8][NH:9][C:10]([C:12]2[N:17]=[C:16]([NH:18][C:19](=[O:25])[O:20][C:21]([CH3:23])([CH3:24])[CH3:22])[CH:15]=[CH:14][CH:13]=2)=[O:11])=[CH:26][CH:27]=1, predict the reactants needed to synthesize it. The reactants are: [N+:1]([C:4]1[CH:27]=[CH:26][C:7]([CH2:8][NH:9][C:10]([C:12]2[N:17]=[C:16]([NH:18][C:19](=[O:25])[O:20][C:21]([CH3:24])([CH3:23])[CH3:22])[CH:15]=[CH:14][CH:13]=2)=[O:11])=[CH:6][CH:5]=1)([O-])=O.[H][H]. (5) Given the product [C:26]([O:29][C:30]([N:5]([CH2:6][C:7]1([CH2:12][OH:13])[CH2:8][CH2:9][CH2:10][CH2:11]1)[CH2:4][CH2:3][CH:2]([CH3:14])[CH3:1])=[O:31])([CH3:28])([CH3:27])[CH3:25], predict the reactants needed to synthesize it. The reactants are: [CH3:1][CH:2]([CH3:14])[CH2:3][CH2:4][NH:5][CH2:6][C:7]1([CH2:12][OH:13])[CH2:11][CH2:10][CH2:9][CH2:8]1.C(Cl)Cl.CO.C([O-])(O)=O.[Na+].[CH3:25][C:26]([O:29][C:30](O[C:30]([O:29][C:26]([CH3:28])([CH3:27])[CH3:25])=[O:31])=[O:31])([CH3:28])[CH3:27]. (6) Given the product [Cl:32][C:2]1[CH:10]=[CH:9][C:5]([C:6]([NH:20][CH2:19][C:18]2[CH:21]=[CH:22][CH:23]=[C:16]([NH:15][S:12]([CH3:11])(=[O:14])=[O:13])[CH:17]=2)=[O:8])=[CH:4][N:3]=1, predict the reactants needed to synthesize it. The reactants are: Br[C:2]1[CH:10]=[CH:9][C:5]([C:6]([OH:8])=O)=[CH:4][N:3]=1.[CH3:11][S:12]([NH:15][C:16]1[CH:17]=[C:18]([CH:21]=[CH:22][CH:23]=1)[CH2:19][NH2:20])(=[O:14])=[O:13].C(=O)([O-])[O-].[Na+].[Na+].S(Cl)([Cl:32])=O.